Dataset: Reaction yield outcomes from USPTO patents with 853,638 reactions. Task: Predict the reaction yield, written as a fraction of the theoretical maximum amount of product (1.0 means a 100% yield; for example, 0.34 means a 34% yield). (1) The reactants are [CH3:1][S:2]([NH:5][C:6]1[CH:11]=[CH:10][C:9](B(O)O)=[CH:8][CH:7]=1)(=[O:4])=[O:3].I[C:16]1[C:24]2[C:19](=[N:20][CH:21]=[N:22][C:23]=2[NH2:25])[N:18]([CH:26]([CH3:28])[CH3:27])[N:17]=1.C([O-])([O-])=O.[Na+].[Na+]. The catalyst is CCO.COCCOC.C1C=CC([P]([Pd]([P](C2C=CC=CC=2)(C2C=CC=CC=2)C2C=CC=CC=2)([P](C2C=CC=CC=2)(C2C=CC=CC=2)C2C=CC=CC=2)[P](C2C=CC=CC=2)(C2C=CC=CC=2)C2C=CC=CC=2)(C2C=CC=CC=2)C2C=CC=CC=2)=CC=1. The product is [NH2:25][C:23]1[N:22]=[CH:21][N:20]=[C:19]2[N:18]([CH:26]([CH3:28])[CH3:27])[N:17]=[C:16]([C:9]3[CH:10]=[CH:11][C:6]([NH:5][S:2]([CH3:1])(=[O:4])=[O:3])=[CH:7][CH:8]=3)[C:24]=12. The yield is 0.0300. (2) The reactants are [CH2:1]([C@@:5]1([CH2:28][CH3:29])[NH:11][C@H:10]([C:12]2[CH:17]=[CH:16][CH:15]=[CH:14][CH:13]=2)[C:9]2[CH:18]=[C:19]([O:24][CH3:25])[C:20]([CH:22]=O)=[CH:21][C:8]=2[S:7](=[O:27])(=[O:26])[CH2:6]1)[CH2:2][CH2:3][CH3:4].[CH3:30][C:31]([C:34]([O:36][CH3:37])=[O:35])([CH3:33])[NH2:32].C(O)(=O)C.C(=O)([O-])[O-].[Na+].[Na+]. The catalyst is ClCCCl. The product is [CH2:1]([C@@:5]1([CH2:28][CH3:29])[NH:11][C@H:10]([C:12]2[CH:17]=[CH:16][CH:15]=[CH:14][CH:13]=2)[C:9]2[CH:18]=[C:19]([O:24][CH3:25])[C:20]([CH2:22][NH:32][C:31]([CH3:33])([C:34]([O:36][CH3:37])=[O:35])[CH3:30])=[CH:21][C:8]=2[S:7](=[O:26])(=[O:27])[CH2:6]1)[CH2:2][CH2:3][CH3:4]. The yield is 0.910. (3) The reactants are [N:1]1[CH:6]=[CH:5][CH:4]=[C:3]([C:7]2[S:8][CH:9]=[C:10]([C:12]([O:14][CH2:15][CH3:16])=[O:13])[N:11]=2)[CH:2]=1.C[Si]([N-][Si](C)(C)C)(C)C.[K+].[Br:27]N1C(=O)CCC1=O. The catalyst is O1CCCC1. The product is [Br:27][C:9]1[S:8][C:7]([C:3]2[CH:2]=[N:1][CH:6]=[CH:5][CH:4]=2)=[N:11][C:10]=1[C:12]([O:14][CH2:15][CH3:16])=[O:13]. The yield is 0.520. (4) The reactants are [CH3:1][O:2][C:3]1[CH:8]=[CH:7][C:6]([NH:9][C:10]2[C:22]3[C:21]4[C:16](=[CH:17][CH:18]=[CH:19][CH:20]=4)[NH:15][C:14]=3[N:13]=[C:12]([NH:23]C(=O)C(C)(C)C)[N:11]=2)=[CH:5][CH:4]=1.[OH-].[Na+].C(Cl)(Cl)Cl.CO. The catalyst is CO. The product is [CH3:1][O:2][C:3]1[CH:4]=[CH:5][C:6]([NH:9][C:10]2[C:22]3[C:21]4[C:16](=[CH:17][CH:18]=[CH:19][CH:20]=4)[NH:15][C:14]=3[N:13]=[C:12]([NH2:23])[N:11]=2)=[CH:7][CH:8]=1. The yield is 0.640.